This data is from Carcinogenicity classification data from Lagunin et al.. The task is: Regression/Classification. Given a drug SMILES string, predict its toxicity properties. Task type varies by dataset: regression for continuous values (e.g., LD50, hERG inhibition percentage) or binary classification for toxic/non-toxic outcomes (e.g., AMES mutagenicity, cardiotoxicity, hepatotoxicity). Dataset: carcinogens_lagunin. (1) The molecule is COc1cc(C(=O)O[C@@H]2C[C@@H]3CC[C@H](C2)N3C)ccc1O. The result is 0 (non-carcinogenic). (2) The drug is C=CCNNCC=C. The result is 1 (carcinogenic). (3) The molecule is CC(=O)N[C@@H](CC(=O)O)C(=O)O. The result is 0 (non-carcinogenic). (4) The drug is CN1CC[C@]23c4ccccc4N[C@H]1[C@]21CCN(C)[C@H]3Nc2ccccc21. The result is 0 (non-carcinogenic).